Dataset: Forward reaction prediction with 1.9M reactions from USPTO patents (1976-2016). Task: Predict the product of the given reaction. (1) Given the reactants [CH2:1]([C:3]1([CH2:6][CH3:7])[CH2:5][O:4]1)[CH3:2].[NH2:8][C:9]1[CH:10]=[C:11]([CH:15]([OH:19])[CH2:16][C:17]#[N:18])[CH:12]=[CH:13][CH:14]=1, predict the reaction product. The product is: [CH2:1]([C:3]([OH:4])([CH2:6][CH3:7])[CH2:5][NH:8][C:9]1[CH:10]=[C:11]([CH:15]([OH:19])[CH2:16][C:17]#[N:18])[CH:12]=[CH:13][CH:14]=1)[CH3:2]. (2) Given the reactants [C:1]1([CH:7]([C:13]2[CH:18]=[CH:17][CH:16]=[CH:15][CH:14]=2)[C:8]([N:10]=[C:11]=[O:12])=[O:9])[CH:6]=[CH:5][CH:4]=[CH:3][CH:2]=1.[CH2:19]([OH:22])[CH:20]=[CH2:21], predict the reaction product. The product is: [CH2:19]([O:22][C:11](=[O:12])[NH:10][C:8](=[O:9])[CH:7]([C:1]1[CH:6]=[CH:5][CH:4]=[CH:3][CH:2]=1)[C:13]1[CH:18]=[CH:17][CH:16]=[CH:15][CH:14]=1)[CH:20]=[CH2:21]. (3) Given the reactants [Cl:1][C:2]1[CH:3]=[CH:4][C:5]([C:8]([OH:10])=O)=[N:6][CH:7]=1.[NH2:11][C:12]1[CH:13]=[C:14]([C@:20]2([CH3:31])[CH2:25][C@@H:24]([C:26]([F:29])([F:28])[F:27])[O:23][C:22]([NH2:30])=[N:21]2)[C:15](=[O:19])[N:16]([CH3:18])[CH:17]=1, predict the reaction product. The product is: [NH2:30][C:22]1[O:23][C@H:24]([C:26]([F:28])([F:29])[F:27])[CH2:25][C@:20]([C:14]2[C:15](=[O:19])[N:16]([CH3:18])[CH:17]=[C:12]([NH:11][C:8](=[O:10])[C:5]3[CH:4]=[CH:3][C:2]([Cl:1])=[CH:7][N:6]=3)[CH:13]=2)([CH3:31])[N:21]=1. (4) Given the reactants [CH3:1][O:2][C:3]([C:5]1[S:6][CH:7]=[CH:8][C:9]=1[S:10](Cl)(=[O:12])=[O:11])=[O:4].Cl.[NH2:15][C:16]1[CH:21]=[CH:20][C:19]([N:22]2[CH2:27][CH2:26][C:25](=[O:28])[CH2:24][CH2:23]2)=[CH:18][CH:17]=1, predict the reaction product. The product is: [CH3:1][O:2][C:3]([C:5]1[S:6][CH:7]=[CH:8][C:9]=1[S:10](=[O:12])(=[O:11])[NH:15][C:16]1[CH:21]=[CH:20][C:19]([N:22]2[CH2:23][CH2:24][C:25](=[O:28])[CH2:26][CH2:27]2)=[CH:18][CH:17]=1)=[O:4]. (5) The product is: [CH3:1][C:2]1[CH:7]=[CH:6][N:5]2[C:8]([C:18]3[CH:23]=[CH:22][N:21]=[C:20]([C:24]4[CH:29]=[CH:28][C:27]([O:30][CH2:31][CH2:32][N:34]5[CH2:39][CH2:38][O:37][CH2:36][CH2:35]5)=[CH:26][CH:25]=4)[CH:19]=3)=[C:9]([C:11]3[CH:16]=[CH:15][CH:14]=[C:13]([CH3:17])[N:12]=3)[N:10]=[C:4]2[CH:3]=1. Given the reactants [CH3:1][C:2]1[CH:7]=[CH:6][N:5]2[C:8]([C:18]3[CH:23]=[CH:22][N:21]=[C:20]([C:24]4[CH:29]=[CH:28][C:27]([O:30][CH2:31][CH2:32]Br)=[CH:26][CH:25]=4)[CH:19]=3)=[C:9]([C:11]3[CH:16]=[CH:15][CH:14]=[C:13]([CH3:17])[N:12]=3)[N:10]=[C:4]2[CH:3]=1.[NH:34]1[CH2:39][CH2:38][O:37][CH2:36][CH2:35]1, predict the reaction product. (6) Given the reactants [Cl:1][C:2]1[C:6]([NH2:7])=[CH:5][N:4]([C:8]2[CH:9]=[N:10][CH:11]=[CH:12][CH:13]=2)[N:3]=1.C(OCC)(=O)C.C(=O)(O)[O-].[Na+].[F:25][C:26]([F:36])([F:35])[CH2:27][CH2:28][S:29][CH2:30][CH2:31][C:32](Cl)=[O:33], predict the reaction product. The product is: [Cl:1][C:2]1[C:6]([NH:7][C:32](=[O:33])[CH2:31][CH2:30][S:29][CH2:28][CH2:27][C:26]([F:25])([F:35])[F:36])=[CH:5][N:4]([C:8]2[CH:9]=[N:10][CH:11]=[CH:12][CH:13]=2)[N:3]=1. (7) Given the reactants C(OC(C1NC2C(Br)=CSC=2C=1)=O)C.[Cl:15][C:16]1[C:20]2[NH:21][C:22]([C:24]([O:26][CH2:27][CH3:28])=[O:25])=[CH:23][C:19]=2[S:18][CH:17]=1.CN(C=O)C, predict the reaction product. The product is: [Cl:15][C:16]1[C:20]2[NH:21][C:22]([C:24]([O:26][CH2:27][CH3:28])=[O:25])=[CH:23][C:19]=2[S:18][CH:17]=1.